Dataset: Full USPTO retrosynthesis dataset with 1.9M reactions from patents (1976-2016). Task: Predict the reactants needed to synthesize the given product. (1) Given the product [CH2:1]([O:8][C:9]([NH:10][CH:11]1[C:17](=[O:18])[NH:16][C:15]2[CH:19]=[CH:20][C:21]([N:23]3[CH2:27][C@H:26]([CH2:28][O:29][S:40]([CH3:39])(=[O:42])=[O:41])[O:25][C:24]3=[O:30])=[CH:22][C:14]=2[CH2:13][CH2:12]1)=[O:31])[C:2]1[CH:3]=[CH:4][CH:5]=[CH:6][CH:7]=1, predict the reactants needed to synthesize it. The reactants are: [CH2:1]([O:8][C:9](=[O:31])[NH:10][C@H:11]1[C:17](=[O:18])[NH:16][C:15]2[CH:19]=[CH:20][C:21]([N:23]3[CH2:27][CH:26]([CH2:28][OH:29])[O:25][C:24]3=[O:30])=[CH:22][C:14]=2[CH2:13][CH2:12]1)[C:2]1[CH:7]=[CH:6][CH:5]=[CH:4][CH:3]=1.C(N(CC)CC)C.[CH3:39][S:40](Cl)(=[O:42])=[O:41]. (2) Given the product [C:1]([O:5][C:6]([N:8]1[CH2:9][CH2:10][C:11](=[O:35])[CH:12]([NH:15][C:16]([C:18]2[S:19][C:20]3[C:26]([N:27]4[CH2:32][CH2:31][O:30][CH2:29][CH2:28]4)=[CH:25][CH:24]=[C:23]([O:33][CH3:34])[C:21]=3[N:22]=2)=[O:17])[CH2:13][CH2:14]1)=[O:7])([CH3:4])([CH3:3])[CH3:2], predict the reactants needed to synthesize it. The reactants are: [C:1]([O:5][C:6]([N:8]1[CH2:14][CH2:13][CH:12]([NH:15][C:16]([C:18]2[S:19][C:20]3[C:26]([N:27]4[CH2:32][CH2:31][O:30][CH2:29][CH2:28]4)=[CH:25][CH:24]=[C:23]([O:33][CH3:34])[C:21]=3[N:22]=2)=[O:17])[CH:11]([OH:35])[CH2:10][CH2:9]1)=[O:7])([CH3:4])([CH3:3])[CH3:2].C(N(CC)CC)C. (3) Given the product [Cl:14][C:15]1[C:24]2[C:19](=[CH:20][CH:21]=[CH:22][CH:23]=2)[C:18]([O:25][CH2:26][CH:27]2[CH2:32][CH2:31][N:30]([C:6](=[O:11])[C:7]([F:8])([F:9])[F:10])[CH2:29][CH2:28]2)=[C:17]([C:33]([NH:35][C:36]([CH3:42])([CH2:40][CH3:41])[C:37]([OH:39])=[O:38])=[O:34])[CH:16]=1, predict the reactants needed to synthesize it. The reactants are: [F:8][C:7]([F:10])([F:9])[C:6](O[C:6](=[O:11])[C:7]([F:10])([F:9])[F:8])=[O:11].[Cl:14][C:15]1[C:24]2[C:19](=[CH:20][CH:21]=[CH:22][CH:23]=2)[C:18]([O:25][CH2:26][CH:27]2[CH2:32][CH2:31][NH:30][CH2:29][CH2:28]2)=[C:17]([C:33]([NH:35][C:36]([CH3:42])([CH2:40][CH3:41])[C:37]([OH:39])=[O:38])=[O:34])[CH:16]=1. (4) Given the product [CH2:1]([CH:8]1[CH2:9][CH2:10][N:11]([CH2:14][CH2:15][CH2:16][N:17]([C:27]2[CH:28]=[CH:29][CH:30]=[CH:31][CH:32]=2)[C:18]([NH:20][CH:21]2[CH2:26][CH2:25][N:24]([S:41]([CH3:40])(=[O:43])=[O:42])[CH2:23][CH2:22]2)=[O:19])[CH2:12][CH2:13]1)[C:2]1[CH:3]=[CH:4][CH:5]=[CH:6][CH:7]=1, predict the reactants needed to synthesize it. The reactants are: [CH2:1]([CH:8]1[CH2:13][CH2:12][N:11]([CH2:14][CH2:15][CH2:16][N:17]([C:27]2[CH:32]=[CH:31][CH:30]=[CH:29][CH:28]=2)[C:18]([NH:20][CH:21]2[CH2:26][CH2:25][NH:24][CH2:23][CH2:22]2)=[O:19])[CH2:10][CH2:9]1)[C:2]1[CH:7]=[CH:6][CH:5]=[CH:4][CH:3]=1.C(N(CC)CC)C.[CH3:40][S:41](Cl)(=[O:43])=[O:42].C(=O)([O-])O.[Na+]. (5) The reactants are: [C:1]([O:5][C:6]([N:8]1[CH2:14][CH2:13][C:12]2[C:15]([S:20][C:21](=O)N(C)C)=[C:16]([Cl:19])[CH:17]=[CH:18][C:11]=2[CH2:10][CH2:9]1)=[O:7])([CH3:4])([CH3:3])[CH3:2].C(OC(N1CCC2[C:40]([S:46][C:47](=O)N(C)C)=[C:41](Cl)[CH:42]=C(Cl)C=2CC1)=O)(C)(C)C.[OH-].[K+].ClCC1SC=CC=1. Given the product [C:1]([O:5][C:6]([N:8]1[CH2:14][CH2:13][C:12]2[C:15]([S:20][CH2:21][C:47]3[S:46][CH:40]=[CH:41][CH:42]=3)=[C:16]([Cl:19])[CH:17]=[CH:18][C:11]=2[CH2:10][CH2:9]1)=[O:7])([CH3:4])([CH3:3])[CH3:2], predict the reactants needed to synthesize it.